Dataset: Hepatocyte clearance measurements from AstraZeneca. Task: Regression/Classification. Given a drug SMILES string, predict its absorption, distribution, metabolism, or excretion properties. Task type varies by dataset: regression for continuous measurements (e.g., permeability, clearance, half-life) or binary classification for categorical outcomes (e.g., BBB penetration, CYP inhibition). For this dataset (clearance_hepatocyte_az), we predict log10(clearance) (log10 of the in vitro intrinsic clearance, CLint, in uL/min per 10^6 hepatocytes; values are censored to the assay range of 3 to 150, which is 0.477 to 2.18 on this log10 scale). (1) The drug is O=C(O)COc1ccc(Cl)cc1CN1CCN(S(=O)(=O)c2ccccc2)CC1. The log10(clearance) is 0.480. (2) The drug is CC[C@H](CO)Nc1nc(NCc2ccccc2)c2ncn(C(C)C)c2n1. The log10(clearance) is 2.03. (3) The molecule is C[C@@](C(=O)O[C@H]1C[N+]2(CC(=O)Nc3ccncn3)CCC1CC2)(c1ccccc1)N1CCCCC1. The log10(clearance) is 1.59. (4) The drug is Cc1ccc(S(=O)(=O)Nc2c(C(=O)N[C@@H](C)C(C)(C)C)c(C)nn2C2CCCCC2)cc1. The log10(clearance) is 0.900. (5) The molecule is Cc1ccc(S(=O)(=O)Nc2c(C(=O)NCc3ccccc3)cnn2-c2ccccc2)cc1. The log10(clearance) is 1.60. (6) The drug is C=CCc1ccccc1OCC(O)CNC(C)C. The log10(clearance) is 2.18. (7) The drug is O=C(Nc1ccc(Cl)c(S(=O)(=O)N2CCNCC2)c1O)Nc1cccc(F)c1Cl. The log10(clearance) is 0.480. (8) The drug is COC[C@@H](O)Cn1c(=O)cnn(-c2ccc(Cl)c(C(=O)NCC3(O)CCCCCC3)c2)c1=O. The log10(clearance) is 0.900.